This data is from Forward reaction prediction with 1.9M reactions from USPTO patents (1976-2016). The task is: Predict the product of the given reaction. (1) Given the reactants [CH2:1]([O:3][C:4](=[O:13])[CH:5]=[C:6]1[CH2:10][C@@H:9]([CH3:11])[C@H:8]([CH3:12])[CH2:7]1)[CH3:2].CCCC[N+](CCCC)(CCCC)CCCC.[F-].[N+:32]([CH3:35])([O-:34])=[O:33], predict the reaction product. The product is: [CH2:1]([O:3][C:4](=[O:13])[CH2:5][C:6]1([CH2:35][N+:32]([O-:34])=[O:33])[CH2:7][C@@H:8]([CH3:12])[C@H:9]([CH3:11])[CH2:10]1)[CH3:2]. (2) The product is: [CH3:1][C:2]1[N:7]=[C:6]([C:8]2[CH:13]=[CH:12][N:11]=[C:10]([C:14]3[CH:15]=[C:16]([NH2:20])[CH:17]=[CH:18][CH:19]=3)[CH:9]=2)[CH:5]=[C:4]([C:23]2[CH:28]=[CH:27][C:26]([C:29]([F:31])([F:30])[F:32])=[CH:25][CH:24]=2)[CH:3]=1. Given the reactants [CH3:1][C:2]1[N:7]=[C:6]([C:8]2[CH:13]=[CH:12][N:11]=[C:10]([C:14]3[CH:19]=[CH:18][CH:17]=[C:16]([N+:20]([O-])=O)[CH:15]=3)[CH:9]=2)[CH:5]=[C:4]([C:23]2[CH:28]=[CH:27][C:26]([C:29]([F:32])([F:31])[F:30])=[CH:25][CH:24]=2)[CH:3]=1.[H][H], predict the reaction product.